This data is from TCR-epitope binding with 47,182 pairs between 192 epitopes and 23,139 TCRs. The task is: Binary Classification. Given a T-cell receptor sequence (or CDR3 region) and an epitope sequence, predict whether binding occurs between them. (1) The epitope is GILGFVFTL. The TCR CDR3 sequence is CASSFSGNTGELFF. Result: 1 (the TCR binds to the epitope). (2) The TCR CDR3 sequence is CASTPGSYEQYF. The epitope is NEGVKAAW. Result: 0 (the TCR does not bind to the epitope). (3) The TCR CDR3 sequence is CASSQDYGETQYF. Result: 0 (the TCR does not bind to the epitope). The epitope is VLWAHGFEL. (4) Result: 1 (the TCR binds to the epitope). The epitope is PROT_97E67BCC. The TCR CDR3 sequence is CASRKGTSGSGKQYF.